Dataset: NCI-60 drug combinations with 297,098 pairs across 59 cell lines. Task: Regression. Given two drug SMILES strings and cell line genomic features, predict the synergy score measuring deviation from expected non-interaction effect. (1) Drug 2: CN(CCCl)CCCl.Cl. Cell line: MALME-3M. Synergy scores: CSS=27.1, Synergy_ZIP=-10.8, Synergy_Bliss=-6.64, Synergy_Loewe=-37.8, Synergy_HSA=-3.78. Drug 1: CC1C(C(=O)NC(C(=O)N2CCCC2C(=O)N(CC(=O)N(C(C(=O)O1)C(C)C)C)C)C(C)C)NC(=O)C3=C4C(=C(C=C3)C)OC5=C(C(=O)C(=C(C5=N4)C(=O)NC6C(OC(=O)C(N(C(=O)CN(C(=O)C7CCCN7C(=O)C(NC6=O)C(C)C)C)C)C(C)C)C)N)C. (2) Drug 1: COC1=C(C=C2C(=C1)N=CN=C2NC3=CC(=C(C=C3)F)Cl)OCCCN4CCOCC4. Drug 2: C1CN(P(=O)(OC1)NCCCl)CCCl. Cell line: HCT116. Synergy scores: CSS=13.5, Synergy_ZIP=-1.93, Synergy_Bliss=2.19, Synergy_Loewe=-10.9, Synergy_HSA=2.26. (3) Drug 1: CN1C(=O)N2C=NC(=C2N=N1)C(=O)N. Drug 2: CCN(CC)CCNC(=O)C1=C(NC(=C1C)C=C2C3=C(C=CC(=C3)F)NC2=O)C. Cell line: KM12. Synergy scores: CSS=9.27, Synergy_ZIP=4.07, Synergy_Bliss=0.927, Synergy_Loewe=-40.1, Synergy_HSA=-6.82. (4) Drug 1: CC1=C(C=C(C=C1)NC2=NC=CC(=N2)N(C)C3=CC4=NN(C(=C4C=C3)C)C)S(=O)(=O)N.Cl. Drug 2: CC1=C(N=C(N=C1N)C(CC(=O)N)NCC(C(=O)N)N)C(=O)NC(C(C2=CN=CN2)OC3C(C(C(C(O3)CO)O)O)OC4C(C(C(C(O4)CO)O)OC(=O)N)O)C(=O)NC(C)C(C(C)C(=O)NC(C(C)O)C(=O)NCCC5=NC(=CS5)C6=NC(=CS6)C(=O)NCCC[S+](C)C)O. Cell line: SK-MEL-2. Synergy scores: CSS=-2.59, Synergy_ZIP=-1.68, Synergy_Bliss=-4.33, Synergy_Loewe=-17.0, Synergy_HSA=-7.78. (5) Drug 2: CC1CCC2CC(C(=CC=CC=CC(CC(C(=O)C(C(C(=CC(C(=O)CC(OC(=O)C3CCCCN3C(=O)C(=O)C1(O2)O)C(C)CC4CCC(C(C4)OC)OCCO)C)C)O)OC)C)C)C)OC. Cell line: SF-268. Synergy scores: CSS=50.9, Synergy_ZIP=-2.46, Synergy_Bliss=-4.49, Synergy_Loewe=-2.20, Synergy_HSA=-1.87. Drug 1: CC12CCC3C(C1CCC2=O)CC(=C)C4=CC(=O)C=CC34C. (6) Drug 1: CC12CCC3C(C1CCC2O)C(CC4=C3C=CC(=C4)O)CCCCCCCCCS(=O)CCCC(C(F)(F)F)(F)F. Drug 2: C1CNP(=O)(OC1)N(CCCl)CCCl. Cell line: OVCAR-8. Synergy scores: CSS=-2.99, Synergy_ZIP=1.13, Synergy_Bliss=-1.80, Synergy_Loewe=-4.54, Synergy_HSA=-4.52. (7) Drug 1: CC12CCC3C(C1CCC2=O)CC(=C)C4=CC(=O)C=CC34C. Drug 2: C1C(C(OC1N2C=NC(=NC2=O)N)CO)O. Cell line: OVCAR-5. Synergy scores: CSS=37.2, Synergy_ZIP=-0.830, Synergy_Bliss=-0.779, Synergy_Loewe=0.682, Synergy_HSA=0.845. (8) Drug 1: COC1=CC(=CC(=C1O)OC)C2C3C(COC3=O)C(C4=CC5=C(C=C24)OCO5)OC6C(C(C7C(O6)COC(O7)C8=CC=CS8)O)O. Drug 2: C1=NC2=C(N1)C(=S)N=C(N2)N. Cell line: ACHN. Synergy scores: CSS=81.2, Synergy_ZIP=-6.26, Synergy_Bliss=-7.59, Synergy_Loewe=-5.73, Synergy_HSA=-1.92. (9) Drug 1: CC1C(C(CC(O1)OC2CC(OC(C2O)C)OC3=CC4=CC5=C(C(=O)C(C(C5)C(C(=O)C(C(C)O)O)OC)OC6CC(C(C(O6)C)O)OC7CC(C(C(O7)C)O)OC8CC(C(C(O8)C)O)(C)O)C(=C4C(=C3C)O)O)O)O. Drug 2: C1=NC2=C(N1)C(=S)N=CN2. Cell line: UACC-257. Synergy scores: CSS=35.5, Synergy_ZIP=-4.17, Synergy_Bliss=1.50, Synergy_Loewe=-15.1, Synergy_HSA=0.864. (10) Drug 1: CCCS(=O)(=O)NC1=C(C(=C(C=C1)F)C(=O)C2=CNC3=C2C=C(C=N3)C4=CC=C(C=C4)Cl)F. Drug 2: C(CCl)NC(=O)N(CCCl)N=O. Cell line: SK-MEL-2. Synergy scores: CSS=-2.23, Synergy_ZIP=0.805, Synergy_Bliss=-0.761, Synergy_Loewe=-4.22, Synergy_HSA=-4.19.